Dataset: Full USPTO retrosynthesis dataset with 1.9M reactions from patents (1976-2016). Task: Predict the reactants needed to synthesize the given product. (1) Given the product [C:1]([C:5]1[CH:9]=[C:8]([NH:10][C:11]([NH:13][C:14]2[C:23]3[C:18](=[CH:19][CH:20]=[CH:21][CH:22]=3)[C:17]([O:24][C:25]3[CH:30]=[CH:29][N:28]=[C:27]([NH:47][C:46]4[CH:48]=[CH:49][CH:50]=[C:44]([S:43][CH:40]5[CH2:42][CH2:41]5)[CH:45]=4)[N:26]=3)=[CH:16][CH:15]=2)=[O:12])[N:7]([C:32]2[CH:33]=[N:34][C:35]([O:38][CH3:39])=[CH:36][CH:37]=2)[N:6]=1)([CH3:4])([CH3:3])[CH3:2], predict the reactants needed to synthesize it. The reactants are: [C:1]([C:5]1[CH:9]=[C:8]([NH:10][C:11]([NH:13][C:14]2[C:23]3[C:18](=[CH:19][CH:20]=[CH:21][CH:22]=3)[C:17]([O:24][C:25]3[CH:30]=[CH:29][N:28]=[C:27](Cl)[N:26]=3)=[CH:16][CH:15]=2)=[O:12])[N:7]([C:32]2[CH:33]=[N:34][C:35]([O:38][CH3:39])=[CH:36][CH:37]=2)[N:6]=1)([CH3:4])([CH3:3])[CH3:2].[CH:40]1([S:43][C:44]2[CH:45]=[C:46]([CH:48]=[CH:49][CH:50]=2)[NH2:47])[CH2:42][CH2:41]1.C([O-])(O)=O.[Na+]. (2) Given the product [Cl:19][C:14]1[CH:15]=[CH:16][CH:17]=[CH:18][C:13]=1[CH:11]([O:10][C:9]1[CH:8]=[C:7]([N:20]2[CH:24]=[CH:23][N:22]=[CH:21]2)[S:6][C:5]=1[C:3]([NH2:30])=[O:2])[CH3:12], predict the reactants needed to synthesize it. The reactants are: C[O:2][C:3]([C:5]1[S:6][C:7]([N:20]2[CH:24]=[CH:23][N:22]=[CH:21]2)=[CH:8][C:9]=1[O:10][CH:11]([C:13]1[CH:18]=[CH:17][CH:16]=[CH:15][C:14]=1[Cl:19])[CH3:12])=O.C(OCC)C.[NH3:30]. (3) Given the product [NH2:8][C@@H:12](/[CH:13]=[C:14](/[C:17]1[CH:18]=[CH:19][CH:20]=[CH:21][CH:22]=1)\[CH2:15][CH3:16])[CH2:11][OH:10], predict the reactants needed to synthesize it. The reactants are: C(OC([N:8]1[C@@H:12](/[CH:13]=[C:14](/[C:17]2[CH:22]=[CH:21][CH:20]=[CH:19][CH:18]=2)\[CH2:15][CH3:16])[CH2:11][O:10]C1(C)C)=O)(C)(C)C.Cl. (4) Given the product [Br:1][C:2]1[CH:7]=[N:6][C:5]2[N:8]=[CH:19][N:10]3[C:11]4[CH:12]=[CH:13][CH:14]=[C:15]([F:18])[C:16]=4[CH:17]=[C:9]3[C:4]=2[CH:3]=1, predict the reactants needed to synthesize it. The reactants are: [Br:1][C:2]1[CH:3]=[C:4]([C:9]2[NH:10][C:11]3[C:16]([CH:17]=2)=[C:15]([F:18])[CH:14]=[CH:13][CH:12]=3)[C:5]([NH2:8])=[N:6][CH:7]=1.[CH:19](OCC)(OCC)OCC.Cl. (5) Given the product [C:10]1([N:6]([C:5]2[CH:7]=[CH:8][C:2]([Br:1])=[CH:3][CH:4]=2)[C:22]2[CH:31]=[CH:30][CH:25]=[CH:24][CH:23]=2)[CH:15]=[CH:14][CH:13]=[CH:12][CH:11]=1, predict the reactants needed to synthesize it. The reactants are: [Br:1][C:2]1[CH:8]=[CH:7][C:5]([NH2:6])=[CH:4][CH:3]=1.I[C:10]1[CH:15]=[CH:14][CH:13]=[CH:12][CH:11]=1.[OH-].[K+].N1[C:31]2[C:22](=[CH:23][CH:24]=[C:25]3[C:30]=2N=CC=C3)C=CC=1.